From a dataset of NCI-60 drug combinations with 297,098 pairs across 59 cell lines. Regression. Given two drug SMILES strings and cell line genomic features, predict the synergy score measuring deviation from expected non-interaction effect. (1) Drug 1: CC1=C2C(C(=O)C3(C(CC4C(C3C(C(C2(C)C)(CC1OC(=O)C(C(C5=CC=CC=C5)NC(=O)C6=CC=CC=C6)O)O)OC(=O)C7=CC=CC=C7)(CO4)OC(=O)C)O)C)OC(=O)C. Drug 2: CC(C)NC(=O)C1=CC=C(C=C1)CNNC.Cl. Cell line: A498. Synergy scores: CSS=11.0, Synergy_ZIP=-8.59, Synergy_Bliss=-0.432, Synergy_Loewe=0.175, Synergy_HSA=0.915. (2) Cell line: 786-0. Synergy scores: CSS=10.2, Synergy_ZIP=-2.20, Synergy_Bliss=1.64, Synergy_Loewe=1.78, Synergy_HSA=1.96. Drug 1: CN1CCC(CC1)COC2=C(C=C3C(=C2)N=CN=C3NC4=C(C=C(C=C4)Br)F)OC. Drug 2: CN1C(=O)N2C=NC(=C2N=N1)C(=O)N. (3) Drug 1: C1=NC2=C(N=C(N=C2N1C3C(C(C(O3)CO)O)O)F)N. Synergy scores: CSS=-0.513, Synergy_ZIP=-0.411, Synergy_Bliss=-1.22, Synergy_Loewe=-3.12, Synergy_HSA=-2.28. Drug 2: CS(=O)(=O)OCCCCOS(=O)(=O)C. Cell line: IGROV1. (4) Drug 1: CS(=O)(=O)C1=CC(=C(C=C1)C(=O)NC2=CC(=C(C=C2)Cl)C3=CC=CC=N3)Cl. Drug 2: C(CCl)NC(=O)N(CCCl)N=O. Cell line: HT29. Synergy scores: CSS=12.1, Synergy_ZIP=-0.249, Synergy_Bliss=1.85, Synergy_Loewe=-2.98, Synergy_HSA=-2.49. (5) Drug 1: CCC(=C(C1=CC=CC=C1)C2=CC=C(C=C2)OCCN(C)C)C3=CC=CC=C3.C(C(=O)O)C(CC(=O)O)(C(=O)O)O. Drug 2: C1CC(=O)NC(=O)C1N2C(=O)C3=CC=CC=C3C2=O. Cell line: SNB-19. Synergy scores: CSS=-0.340, Synergy_ZIP=1.88, Synergy_Bliss=3.89, Synergy_Loewe=0.500, Synergy_HSA=0.825. (6) Drug 1: CC1=C2C(C(=O)C3(C(CC4C(C3C(C(C2(C)C)(CC1OC(=O)C(C(C5=CC=CC=C5)NC(=O)C6=CC=CC=C6)O)O)OC(=O)C7=CC=CC=C7)(CO4)OC(=O)C)O)C)OC(=O)C. Drug 2: CCN(CC)CCNC(=O)C1=C(NC(=C1C)C=C2C3=C(C=CC(=C3)F)NC2=O)C. Cell line: K-562. Synergy scores: CSS=3.53, Synergy_ZIP=6.68, Synergy_Bliss=12.1, Synergy_Loewe=3.35, Synergy_HSA=9.27.